From a dataset of Full USPTO retrosynthesis dataset with 1.9M reactions from patents (1976-2016). Predict the reactants needed to synthesize the given product. (1) The reactants are: C([Si](C)(C)[O:6][C@@H:7]1[C@@:11]([CH:31]([NH:40][CH2:41][C:42]2[CH:47]=[CH:46][CH:45]=[CH:44][CH:43]=2)[NH:32][CH2:33][C:34]2[CH:39]=[CH:38][CH:37]=[CH:36][CH:35]=2)([CH2:12][O:13][Si](C(C)(C)C)(C2C=CC=CC=2)C2C=CC=CC=2)[O:10][C@@H:9]([N:48]2[CH:56]=[C:54]([CH3:55])[C:52](=[O:53])[NH:51][C:49]2=[O:50])[CH2:8]1)(C)(C)C.[F-].C([N+](CCCC)(CCCC)CCCC)CCC.CO. Given the product [C:34]1([CH2:33][NH:32][CH:31]([C@:11]2([CH2:12][OH:13])[O:10][C@@H:9]([N:48]3[CH:56]=[C:54]([CH3:55])[C:52](=[O:53])[NH:51][C:49]3=[O:50])[CH2:8][C@@H:7]2[OH:6])[NH:40][CH2:41][C:42]2[CH:43]=[CH:44][CH:45]=[CH:46][CH:47]=2)[CH:39]=[CH:38][CH:37]=[CH:36][CH:35]=1, predict the reactants needed to synthesize it. (2) Given the product [F:37][C:25]([F:24])([F:36])[C:26]1[CH:27]=[C:28]([S:32]([NH:1][C@@H:2]2[CH2:17][N:5]3[CH2:6][CH2:7][N:8]([C:10]([O:12][C:13]([CH3:14])([CH3:16])[CH3:15])=[O:11])[CH2:9][C@@H:4]3[CH2:3]2)(=[O:33])=[O:34])[CH:29]=[CH:30][CH:31]=1, predict the reactants needed to synthesize it. The reactants are: [NH2:1][C@@H:2]1[CH2:17][N:5]2[CH2:6][CH2:7][N:8]([C:10]([O:12][C:13]([CH3:16])([CH3:15])[CH3:14])=[O:11])[CH2:9][C@@H:4]2[CH2:3]1.C(=O)([O-])[O-].[Na+].[Na+].[F:24][C:25]([F:37])([F:36])[C:26]1[CH:27]=[C:28]([S:32](Cl)(=[O:34])=[O:33])[CH:29]=[CH:30][CH:31]=1.